Dataset: Forward reaction prediction with 1.9M reactions from USPTO patents (1976-2016). Task: Predict the product of the given reaction. Given the reactants Cl[CH2:2][C:3]([NH:5][C:6]1[CH:25]=[CH:24][C:9]2[N:10]=[C:11]([NH:14][C@H:15]3[C:23]4[C:18](=[CH:19][CH:20]=[CH:21][CH:22]=4)[CH2:17][CH2:16]3)[O:12][CH2:13][C:8]=2[CH:7]=1)=[O:4].[NH:26]1[CH2:31][CH2:30][O:29][CH2:28][CH2:27]1, predict the reaction product. The product is: [C@H:15]1([NH:14][C:11]2[O:12][CH2:13][C:8]3[CH:7]=[C:6]([NH:5][C:3](=[O:4])[CH2:2][N:26]4[CH2:31][CH2:30][O:29][CH2:28][CH2:27]4)[CH:25]=[CH:24][C:9]=3[N:10]=2)[C:23]2[C:18](=[CH:19][CH:20]=[CH:21][CH:22]=2)[CH2:17][CH2:16]1.